This data is from Full USPTO retrosynthesis dataset with 1.9M reactions from patents (1976-2016). The task is: Predict the reactants needed to synthesize the given product. (1) Given the product [Cl:1][C:2]1[CH:29]=[C:28]([Cl:30])[CH:27]=[CH:26][C:3]=1[CH2:4][N:5]1[C:9]2[CH:10]=[C:11]([O:14][CH2:15][CH2:16][C:17]([CH3:24])([CH3:23])[C:18]([OH:20])=[O:19])[CH:12]=[CH:13][C:8]=2[N:7]=[C:6]1[CH3:25], predict the reactants needed to synthesize it. The reactants are: [Cl:1][C:2]1[CH:29]=[C:28]([Cl:30])[CH:27]=[CH:26][C:3]=1[CH2:4][N:5]1[C:9]2[CH:10]=[C:11]([O:14][CH2:15][CH2:16][C:17]([CH3:24])([CH3:23])[C:18]([O:20]CC)=[O:19])[CH:12]=[CH:13][C:8]=2[N:7]=[C:6]1[CH3:25].[OH-].[Na+].Cl. (2) The reactants are: P(Br)(Br)[Br:2].[CH3:5][O:6][C:7]1[CH:8]=[C:9]([CH:12]=[C:13]([O:15][CH3:16])[CH:14]=1)[CH2:10]O. Given the product [CH3:5][O:6][C:7]1[CH:8]=[C:9]([CH:12]=[C:13]([O:15][CH3:16])[CH:14]=1)[CH2:10][Br:2], predict the reactants needed to synthesize it. (3) Given the product [NH2:9][C:7]1[CH:6]=[N:5][N:4]([CH2:3][C:2]([CH3:12])([OH:13])[CH3:1])[CH:8]=1, predict the reactants needed to synthesize it. The reactants are: [CH3:1][C:2]([OH:13])([CH3:12])[CH2:3][N:4]1[CH:8]=[C:7]([N+:9]([O-])=O)[CH:6]=[N:5]1.[H][H]. (4) The reactants are: [CH3:1][O:2][C:3]1[CH:8]=[CH:7][C:6]([NH:9][CH:10]2[CH2:15][CH2:14][N:13]([CH2:16][C:17]3[CH:22]=[CH:21][N:20]=[C:19]([C:23]4[CH:28]=[C:27]([O:29][CH3:30])[C:26]([O:31][CH3:32])=[C:25]([O:33][CH3:34])[CH:24]=4)[CH:18]=3)[CH2:12][CH2:11]2)=[CH:5][CH:4]=1.[Cl:35][CH2:36][C:37]1[CH:38]=[N:39][CH:40]=[C:41]([C:43]2[CH:48]=[C:47]([O:49][CH3:50])[C:46]([O:51][CH3:52])=[C:45]([O:53][CH3:54])[CH:44]=2)[CH:42]=1. Given the product [ClH:35].[ClH:35].[ClH:35].[CH3:1][O:2][C:3]1[CH:8]=[CH:7][C:6]([N:9]([CH:10]2[CH2:11][CH2:12][N:13]([CH2:16][C:17]3[CH:22]=[CH:21][N:20]=[C:19]([C:23]4[CH:24]=[C:25]([O:33][CH3:34])[C:26]([O:31][CH3:32])=[C:27]([O:29][CH3:30])[CH:28]=4)[CH:18]=3)[CH2:14][CH2:15]2)[CH2:36][C:37]2[CH:38]=[N:39][CH:40]=[C:41]([C:43]3[CH:48]=[C:47]([O:49][CH3:50])[C:46]([O:51][CH3:52])=[C:45]([O:53][CH3:54])[CH:44]=3)[CH:42]=2)=[CH:5][CH:4]=1, predict the reactants needed to synthesize it.